From a dataset of Reaction yield outcomes from USPTO patents with 853,638 reactions. Predict the reaction yield, written as a fraction of the theoretical maximum amount of product (1.0 means a 100% yield; for example, 0.34 means a 34% yield). The reactants are C([O:8][C:9]1[C:10]([F:42])=[C:11]([C:38]([F:41])=[CH:39][CH:40]=1)[CH2:12][C:13]1[C:21]2[C:16](=[N:17][CH:18]=[C:19]([C:22]3[CH:23]=[N:24][CH:25]=[CH:26][CH:27]=3)[CH:20]=2)[N:15]([Si:28]([CH:35]([CH3:37])[CH3:36])([CH:32]([CH3:34])[CH3:33])[CH:29]([CH3:31])[CH3:30])[CH:14]=1)C1C=CC=CC=1. The catalyst is CO.[OH-].[OH-].[Pd+2]. The product is [F:42][C:10]1[C:11]([CH2:12][C:13]2[C:21]3[C:16](=[N:17][CH:18]=[C:19]([C:22]4[CH:23]=[N:24][CH:25]=[CH:26][CH:27]=4)[CH:20]=3)[N:15]([Si:28]([CH:32]([CH3:34])[CH3:33])([CH:35]([CH3:36])[CH3:37])[CH:29]([CH3:30])[CH3:31])[CH:14]=2)=[C:38]([F:41])[CH:39]=[CH:40][C:9]=1[OH:8]. The yield is 0.990.